Task: Regression. Given a peptide amino acid sequence and an MHC pseudo amino acid sequence, predict their binding affinity value. This is MHC class II binding data.. Dataset: Peptide-MHC class II binding affinity with 134,281 pairs from IEDB (1) The peptide sequence is VKLRRSSAAQVDGFY. The MHC is DRB1_0802 with pseudo-sequence DRB1_0802. The binding affinity (normalized) is 0.533. (2) The peptide sequence is ASAAILGHDGTVWAQ. The MHC is DRB1_0802 with pseudo-sequence DRB1_0802. The binding affinity (normalized) is 0.344. (3) The peptide sequence is TLWQRPLVTIKIGGQLIEAL. The MHC is DRB3_0101 with pseudo-sequence DRB3_0101. The binding affinity (normalized) is 0.221. (4) The peptide sequence is LKNCVDAKMTEEDKE. The MHC is DRB5_0101 with pseudo-sequence DRB5_0101. The binding affinity (normalized) is 0.0999. (5) The peptide sequence is CTNFKTQLVLSSMVN. The MHC is DRB1_0101 with pseudo-sequence DRB1_0101. The binding affinity (normalized) is 0.942. (6) The binding affinity (normalized) is 0.571. The MHC is HLA-DQA10501-DQB10402 with pseudo-sequence HLA-DQA10501-DQB10402. The peptide sequence is FEVDQTKIQYVIRAQ. (7) The peptide sequence is ELNLLDKRQFELYKR. The MHC is DRB1_0901 with pseudo-sequence DRB1_0901. The binding affinity (normalized) is 0.315. (8) The peptide sequence is EEAEISGSSARYDVA. The MHC is DRB3_0202 with pseudo-sequence DRB3_0202. The binding affinity (normalized) is 0.